From a dataset of Blood-brain barrier permeability classification from the B3DB database. Regression/Classification. Given a drug SMILES string, predict its absorption, distribution, metabolism, or excretion properties. Task type varies by dataset: regression for continuous measurements (e.g., permeability, clearance, half-life) or binary classification for categorical outcomes (e.g., BBB penetration, CYP inhibition). Dataset: b3db_classification. (1) The compound is CC(=O)OCC(=O)[C@@]1(O)[C@H](C)CC2C3CCC4=CC(=O)C=C[C@]4(C)[C@@]3(F)[C@@H](O)C[C@@]21C. The result is 1 (penetrates BBB). (2) The compound is NC(=O)N1c2ccccc2CCc2ccccc21. The result is 1 (penetrates BBB). (3) The molecule is CN(CCC[C@H]1CCCO1)C(=O)Cc1cccnc1. The result is 1 (penetrates BBB). (4) The drug is Cc1cccc(N2C[C@H](CO)OC2=O)c1. The result is 1 (penetrates BBB).